From a dataset of Forward reaction prediction with 1.9M reactions from USPTO patents (1976-2016). Predict the product of the given reaction. (1) Given the reactants [C:1]([O:5][C:6]([NH:8][C@@H:9]([CH2:21][CH:22]=[CH2:23])[C:10]([N:12]1[CH2:16][C@H:15]([OH:17])[CH2:14][C@H:13]1[C:18](O)=[O:19])=[O:11])=[O:7])([CH3:4])([CH3:3])[CH3:2].[NH2:24][C@:25]1([C:36]([O:38][CH2:39][CH3:40])=[O:37])[CH2:27][C@H:26]1[CH2:28][C:29]([F:35])([F:34])[CH2:30][CH2:31][CH:32]=[CH2:33].CN(C(ON1N=NC2C=CC=NC1=2)=[N+](C)C)C.F[P-](F)(F)(F)(F)F.C(N(C(C)C)C(C)C)C, predict the reaction product. The product is: [C:1]([O:5][C:6]([NH:8][C@@H:9]([CH2:21][CH:22]=[CH2:23])[C:10]([N:12]1[CH2:16][C@H:15]([OH:17])[CH2:14][C@H:13]1[C:18]([NH:24][C@:25]1([C:36]([O:38][CH2:39][CH3:40])=[O:37])[CH2:27][C@H:26]1[CH2:28][C:29]([F:35])([F:34])[CH2:30][CH2:31][CH:32]=[CH2:33])=[O:19])=[O:11])=[O:7])([CH3:4])([CH3:3])[CH3:2]. (2) Given the reactants [S:1]1[C:5]([C:6]([O-:8])=O)=[CH:4][CH:3]=[C:2]1[C:9]([O:11][CH3:12])=[O:10].O.ON1C2C=CC=CC=2N=N1.Cl.CN(C)CCCN=C=NCC.[S:36]1[CH:40]=[CH:39][CH:38]=[C:37]1[CH:41]([NH2:43])[CH3:42], predict the reaction product. The product is: [CH3:12][O:11][C:9]([C:2]1[S:1][C:5]([C:6](=[O:8])[NH:43][CH:41]([C:37]2[S:36][CH:40]=[CH:39][CH:38]=2)[CH3:42])=[CH:4][CH:3]=1)=[O:10]. (3) The product is: [C:23]([C:25]1[CH:26]=[C:27]([C:28]2[O:1][N:2]=[C:3]([C:4]3[CH:5]=[CH:6][C:7]4[O:13][CH2:12][CH2:11][N:10]([C:14]([O:16][C:17]([CH3:18])([CH3:19])[CH3:20])=[O:15])[CH2:9][C:8]=4[CH:21]=3)[N:22]=2)[CH:31]=[CH:32][C:33]=1[O:34][CH:35]([CH3:36])[CH3:37])#[N:24]. Given the reactants [OH:1][NH:2][C:3](=[NH:22])[C:4]1[CH:5]=[CH:6][C:7]2[O:13][CH2:12][CH2:11][N:10]([C:14]([O:16][C:17]([CH3:20])([CH3:19])[CH3:18])=[O:15])[CH2:9][C:8]=2[CH:21]=1.[C:23]([C:25]1[CH:26]=[C:27]([CH:31]=[CH:32][C:33]=1[O:34][CH:35]([CH3:37])[CH3:36])[C:28](O)=O)#[N:24].C(Cl)CCl.C1C=CC2N(O)N=NC=2C=1, predict the reaction product. (4) Given the reactants [N:1]1[C:6]([C:7]([OH:9])=[O:8])=[CH:5][C:4]([C:10]([OH:12])=O)=[N:3][CH:2]=1.S(Cl)(Cl)=O.[CH2:17]([NH2:24])[C:18]1[CH:23]=[CH:22][CH:21]=[CH:20][CH:19]=1, predict the reaction product. The product is: [CH2:17]([N:24]([CH2:17][C:18]1[CH:23]=[CH:22][CH:21]=[CH:20][CH:19]=1)[C:10]([C:4]1[CH:5]=[C:6]([C:7]([OH:9])=[O:8])[N:1]=[CH:2][N:3]=1)=[O:12])[C:18]1[CH:23]=[CH:22][CH:21]=[CH:20][CH:19]=1. (5) Given the reactants [OH:1][CH2:2][CH2:3][CH2:4][NH:5][C:6]1[N:11]=[CH:10][N:9]=[C:8]([NH:12][C:13]2[CH:14]=[C:15]([CH:20]=[CH:21][CH:22]=2)[C:16]([NH:18][CH3:19])=[O:17])[N:7]=1.ClC(Cl)C.C1(P(C2C=CC=CC=2)C2C=CC=CC=2)C=CC=CC=1.[Cl:46][C:47]1[CH:52]=[CH:51][C:50](O)=[CH:49][CH:48]=1.CCOC(/N=N/C(OCC)=O)=O, predict the reaction product. The product is: [Cl:46][C:47]1[CH:52]=[CH:51][C:50]([O:1][CH2:2][CH2:3][CH2:4][NH:5][C:6]2[N:11]=[CH:10][N:9]=[C:8]([NH:12][C:13]3[CH:14]=[C:15]([CH:20]=[CH:21][CH:22]=3)[C:16]([NH:18][CH3:19])=[O:17])[N:7]=2)=[CH:49][CH:48]=1. (6) Given the reactants [Br:1][C:2]1[C:3]([NH:23][CH:24]=[N:25]O)=[N:4][C:5]([C:16]2[CH:21]=[CH:20][C:19]([CH3:22])=[CH:18][CH:17]=2)=[C:6]([C:8]2[CH:13]=[CH:12][C:11]([C:14]#[N:15])=[CH:10][CH:9]=2)[CH:7]=1.FC(F)(F)C(OC(=O)C(F)(F)F)=O, predict the reaction product. The product is: [Br:1][C:2]1[C:3]2[N:4]([N:25]=[CH:24][N:23]=2)[C:5]([C:16]2[CH:21]=[CH:20][C:19]([CH3:22])=[CH:18][CH:17]=2)=[C:6]([C:8]2[CH:13]=[CH:12][C:11]([C:14]#[N:15])=[CH:10][CH:9]=2)[CH:7]=1. (7) Given the reactants [F:1][C:2]1[CH:3]=[C:4]([CH:35]=[CH:36][CH:37]=1)[CH2:5][O:6][C:7]1[CH:33]=[CH:32][C:10]([NH:11][C:12]2[C:21]3[C:16](=[CH:17][CH:18]=[C:19]([C:22]4[O:26][C:25]([CH:27]=[CH:28][C:29](O)=[O:30])=[CH:24][CH:23]=4)[CH:20]=3)[N:15]=[CH:14][N:13]=2)=[CH:9][C:8]=1[Cl:34].Cl.[C:39]1([S:45]([CH2:48][CH2:49][NH2:50])(=[O:47])=[O:46])[CH:44]=[CH:43][CH:42]=[CH:41][CH:40]=1.Cl.CN(C)CCCN=C=NCC.C(N(C(C)C)CC)(C)C, predict the reaction product. The product is: [F:1][C:2]1[CH:3]=[C:4]([CH:35]=[CH:36][CH:37]=1)[CH2:5][O:6][C:7]1[CH:33]=[CH:32][C:10]([NH:11][C:12]2[C:21]3[C:16](=[CH:17][CH:18]=[C:19]([C:22]4[O:26][C:25]([CH:27]=[CH:28][C:29]([NH:50][CH2:49][CH2:48][S:45]([C:39]5[CH:44]=[CH:43][CH:42]=[CH:41][CH:40]=5)(=[O:47])=[O:46])=[O:30])=[CH:24][CH:23]=4)[CH:20]=3)[N:15]=[CH:14][N:13]=2)=[CH:9][C:8]=1[Cl:34]. (8) Given the reactants Br[C:2]1[CH:7]=[CH:6][C:5]([C@@H:8]([CH3:40])[CH2:9][O:10][C:11]([NH:13][C:14]2[CH:15]=[C:16]([F:39])[C:17]([O:33][C@@H:34]([CH3:38])[CH2:35][O:36][CH3:37])=[C:18]([CH:32]=2)[CH2:19][N:20]([CH3:31])[C:21](=[O:30])[O:22][CH2:23][C:24]2[CH:29]=[CH:28][CH:27]=[CH:26][CH:25]=2)=[O:12])=[C:4]([CH3:41])[CH:3]=1.CC1(C)C[O:47][B:46](B2OCC(C)(C)CO2)[O:45]C1.CC([O-])=O.[K+], predict the reaction product. The product is: [CH2:23]([O:22][C:21]([N:20]([CH2:19][C:18]1[CH:32]=[C:14]([NH:13][C:11]([O:10][CH2:9][C@@H:8]([C:5]2[CH:6]=[CH:7][C:2]([B:46]([OH:47])[OH:45])=[CH:3][C:4]=2[CH3:41])[CH3:40])=[O:12])[CH:15]=[C:16]([F:39])[C:17]=1[O:33][C@@H:34]([CH3:38])[CH2:35][O:36][CH3:37])[CH3:31])=[O:30])[C:24]1[CH:29]=[CH:28][CH:27]=[CH:26][CH:25]=1.